This data is from Forward reaction prediction with 1.9M reactions from USPTO patents (1976-2016). The task is: Predict the product of the given reaction. (1) The product is: [C:1]([CH:4]1[CH2:9][CH2:8][O:7][CH2:6][CH2:5]1)(=[O:3])[CH3:2]. Given the reactants [C:1]([C:4]1(C(OC)=O)[CH2:9][CH2:8][O:7][CH2:6][CH2:5]1)(=[O:3])[CH3:2].Cl, predict the reaction product. (2) Given the reactants [O:1]([C:15]1[CH:20]=[CH:19][C:18]([C@@H:21]2[C@@H:24]([CH2:25][CH2:26][C@@H:27]([C:29]3[CH:34]=[CH:33][C:32]([F:35])=[CH:31][CH:30]=3)[OH:28])[C:23](=[O:36])[N:22]2[C:37]2[CH:42]=[CH:41][C:40]([CH2:43][CH2:44][CH2:45][NH:46][S:47]([CH3:50])(=[O:49])=[O:48])=[CH:39][CH:38]=2)=[CH:17][CH:16]=1)[C@@H:2]1[O:10][C@H:9]([C:11]([O:13]C)=[O:12])[C@@H:7]([OH:8])[C@H:5]([OH:6])[C@H:3]1[OH:4], predict the reaction product. The product is: [O:1]([C:15]1[CH:20]=[CH:19][C:18]([C@@H:21]2[C@@H:24]([CH2:25][CH2:26][C@@H:27]([C:29]3[CH:34]=[CH:33][C:32]([F:35])=[CH:31][CH:30]=3)[OH:28])[C:23](=[O:36])[N:22]2[C:37]2[CH:42]=[CH:41][C:40]([CH2:43][CH2:44][CH2:45][NH:46][S:47]([CH3:50])(=[O:49])=[O:48])=[CH:39][CH:38]=2)=[CH:17][CH:16]=1)[C@@H:2]1[O:10][C@H:9]([C:11]([OH:13])=[O:12])[C@@H:7]([OH:8])[C@H:5]([OH:6])[C@H:3]1[OH:4].